Task: Predict the product of the given reaction.. Dataset: Forward reaction prediction with 1.9M reactions from USPTO patents (1976-2016) (1) Given the reactants [OH:1][C:2]1[CH:7]=[C:6]([OH:8])[C:5]([CH:9]([CH3:11])[CH3:10])=[CH:4][C:3]=1[C:12]1[O:16][N:15]=[C:14]([C:17]([NH:19][CH2:20][CH3:21])=[O:18])[C:13]=1[C:22]1[CH:26]=[CH:25][N:24]([CH3:27])[N:23]=1.[C:28]1(=[O:35])[O:34][C:32](=[O:33])[CH2:31][CH2:30][CH2:29]1, predict the reaction product. The product is: [CH2:20]([NH:19][C:17]([C:14]1[C:13]([C:22]2[CH:26]=[CH:25][N:24]([CH3:27])[N:23]=2)=[C:12]([C:3]2[C:2]([OH:1])=[CH:7][C:6]([O:8][C:28](=[O:35])[CH2:29][CH2:30][CH2:31][C:32]([OH:34])=[O:33])=[C:5]([CH:9]([CH3:10])[CH3:11])[CH:4]=2)[O:16][N:15]=1)=[O:18])[CH3:21]. (2) Given the reactants O[N:2]=[C:3]1[CH2:6][CH2:5][CH:4]1[C:7]1[CH:12]=[CH:11][CH:10]=[CH:9][C:8]=1[C:13]([F:16])([F:15])[F:14].[H][H], predict the reaction product. The product is: [F:14][C:13]([F:15])([F:16])[C:8]1[CH:9]=[CH:10][CH:11]=[CH:12][C:7]=1[CH:4]1[CH2:5][CH2:6][CH:3]1[NH2:2]. (3) Given the reactants [F:1][C:2]1[CH:7]=[CH:6][C:5]([S:8]([C:11]2[CH:16]=[CH:15][C:14](Br)=[C:13]([CH3:18])[CH:12]=2)(=[O:10])=[O:9])=[CH:4][CH:3]=1.[Cl:19][C:20]1[CH:21]=[CH:22][C:23]([O:29][CH3:30])=[C:24](B(O)O)[CH:25]=1, predict the reaction product. The product is: [Cl:19][C:20]1[CH:25]=[CH:24][C:23]([O:29][CH3:30])=[C:22]([C:14]2[CH:15]=[CH:16][C:11]([S:8]([C:5]3[CH:6]=[CH:7][C:2]([F:1])=[CH:3][CH:4]=3)(=[O:10])=[O:9])=[CH:12][C:13]=2[CH3:18])[CH:21]=1. (4) Given the reactants [C:1]([C:5]1[N:10]=[C:9]([N:11]2[CH2:16][CH2:15][N:14]([CH2:17][CH2:18][CH2:19][CH2:20][NH2:21])[CH2:13][CH2:12]2)[CH:8]=[C:7]([C:22]([F:25])([F:24])[F:23])[N:6]=1)([CH3:4])([CH3:3])[CH3:2].C1N=CN([C:31](N2C=NC=C2)=[O:32])C=1.[C:38]([C:40]1[CH:45]=[CH:44][C:43]([N:46]2[CH2:51][CH2:50][NH:49][CH2:48][CH2:47]2)=[CH:42][CH:41]=1)#[N:39], predict the reaction product. The product is: [C:1]([C:5]1[N:10]=[C:9]([N:11]2[CH2:16][CH2:15][N:14]([CH2:17][CH2:18][CH2:19][CH2:20][NH:21][C:31]([N:49]3[CH2:50][CH2:51][N:46]([C:43]4[CH:42]=[CH:41][C:40]([C:38]#[N:39])=[CH:45][CH:44]=4)[CH2:47][CH2:48]3)=[O:32])[CH2:13][CH2:12]2)[CH:8]=[C:7]([C:22]([F:24])([F:25])[F:23])[N:6]=1)([CH3:4])([CH3:2])[CH3:3]. (5) Given the reactants [C:1]([Br:5])(Br)(Br)[Br:2].C1(P(C2C=CC=CC=2)C2C=CC=CC=2)C=CC=CC=1.[CH2:25]([CH:31]([CH2:35][CH2:36][CH2:37][CH2:38][CH2:39][CH2:40][CH2:41][CH3:42])[CH2:32][CH:33]=O)[CH2:26][CH2:27][CH2:28][CH2:29][CH3:30].O, predict the reaction product. The product is: [Br:2][C:1]([Br:5])=[CH:33][CH2:32][CH:31]([CH2:25][CH2:26][CH2:27][CH2:28][CH2:29][CH3:30])[CH2:35][CH2:36][CH2:37][CH2:38][CH2:39][CH2:40][CH2:41][CH3:42]. (6) Given the reactants [Cl:1][C:2]1[CH:3]=[C:4]2[C:8](=[C:9]([F:11])[CH:10]=1)[NH:7][C:6]([C:12](OCC)=[O:13])=[CH:5]2.[H-].[Al+3].[Li+].[H-].[H-].[H-], predict the reaction product. The product is: [Cl:1][C:2]1[CH:3]=[C:4]2[C:8](=[C:9]([F:11])[CH:10]=1)[NH:7][C:6]([CH2:12][OH:13])=[CH:5]2.